From a dataset of Forward reaction prediction with 1.9M reactions from USPTO patents (1976-2016). Predict the product of the given reaction. (1) Given the reactants [N+:1](=[C:3]([C:6]([C:8]1[C:13]([F:14])=[CH:12][CH:11]=[C:10]([O:15][CH3:16])[N:9]=1)=[O:7])[C:4]#[N:5])=[N-:2].C1(P(C2C=CC=CC=2)C2C=CC=CC=2)C=CC=CC=1.O, predict the reaction product. The product is: [F:14][C:13]1[C:8]([C:6](=[O:7])[C:3]([C:4]#[N:5])=[N:1][NH2:2])=[N:9][C:10]([O:15][CH3:16])=[CH:11][CH:12]=1. (2) Given the reactants [CH:1](NC(C)C)([CH3:3])[CH3:2].[Li]CCCC.[CH3:13][CH2:14][O:15][C:16]([CH3:18])=[O:17].C([C:26]1[CH:31]=[C:30]([O:32][CH3:33])[CH:29]=[CH:28][C:27]=1[CH:34]=[CH:35][N+:36]([O-:38])=[O:37])C1C=CC=CC=1.[CH2:39]1[CH2:43][O:42][CH2:41][CH2:40]1, predict the reaction product. The product is: [CH2:14]([O:15][C:16](=[O:17])[CH2:18][CH:34]([C:27]1[CH:28]=[CH:29][C:30]([O:32][CH3:33])=[CH:31][C:26]=1[O:42][CH2:41][C:40]1[CH:39]=[CH:43][CH:3]=[CH:1][CH:2]=1)[CH2:35][N+:36]([O-:38])=[O:37])[CH3:13]. (3) Given the reactants [CH3:1][C:2]1[CH:3]=[N:4][CH:5]=[C:6]([CH:11]=1)[C:7]([O:9][CH3:10])=[O:8].CC(O)=O, predict the reaction product. The product is: [CH3:1][CH:2]1[CH2:3][NH:4][CH2:5][CH:6]([C:7]([O:9][CH3:10])=[O:8])[CH2:11]1. (4) Given the reactants [F:1][C:2]1[C:3]([CH3:10])=[CH:4][C:5](I)=[C:6]([NH2:8])[CH:7]=1.[C:11]([OH:16])(=[O:15])[C:12]([CH3:14])=O.C1N2CCN(CC2)C1, predict the reaction product. The product is: [F:1][C:2]1[CH:7]=[C:6]2[C:5]([CH:14]=[C:12]([C:11]([OH:16])=[O:15])[NH:8]2)=[CH:4][C:3]=1[CH3:10]. (5) Given the reactants [CH3:1][O:2][C:3]1[CH:4]=[C:5]2[C:9](=[CH:10][CH:11]=1)[C:8](=[O:12])[CH:7]([C:13]([O:15][CH2:16][CH3:17])=[O:14])[CH2:6]2.C([O-])([O-])=O.[K+].[K+].Br[CH2:25][CH2:26][F:27], predict the reaction product. The product is: [F:27][CH2:26][CH2:25][C:7]1([C:13]([O:15][CH2:16][CH3:17])=[O:14])[CH2:6][C:5]2[C:9](=[CH:10][CH:11]=[C:3]([O:2][CH3:1])[CH:4]=2)[C:8]1=[O:12]. (6) The product is: [CH3:1][N:2]1[CH:6]=[C:5]([NH:7][C:8]([O:10][CH2:11][CH2:12][S:13][C:14]2[CH:15]=[CH:16][C:17]([C:20]([F:23])([F:21])[F:22])=[CH:18][CH:19]=2)=[O:9])[CH:4]=[C:3]1[C:24]([OH:26])=[O:25]. Given the reactants [CH3:1][N:2]1[CH:6]=[C:5]([NH:7][C:8]([O:10][CH2:11][CH2:12][S:13][C:14]2[CH:19]=[CH:18][C:17]([C:20]([F:23])([F:22])[F:21])=[CH:16][CH:15]=2)=[O:9])[CH:4]=[C:3]1[C:24]([O:26]C)=[O:25].[Li+].[OH-].Cl, predict the reaction product. (7) The product is: [N+:13]([CH:16]=[CH:7][C:6]1[CH:9]=[CH:10][C:3]([C:2]([F:12])([F:11])[F:1])=[CH:4][CH:5]=1)([O-:15])=[O:14]. Given the reactants [F:1][C:2]([F:12])([F:11])[C:3]1[CH:10]=[CH:9][C:6]([CH:7]=O)=[CH:5][CH:4]=1.[N+:13]([CH3:16])([O-:15])=[O:14].[OH-].[Na+], predict the reaction product.